This data is from Full USPTO retrosynthesis dataset with 1.9M reactions from patents (1976-2016). The task is: Predict the reactants needed to synthesize the given product. (1) Given the product [Cl:1][C:2]1[CH:3]=[C:4]2[N:17]=[C:16]([C:18]([C:20]3[C:25]([F:26])=[CH:24][CH:23]=[CH:22][N:21]=3)=[O:19])[N:15]([CH2:27][C@H:28]3[CH2:29][CH2:30][C@H:31]([CH3:34])[CH2:32][CH2:33]3)[C:5]2=[C:6]([C:8]2[CH:9]=[N:10][CH:11]=[C:12]([Cl:14])[CH:13]=2)[N:7]=1, predict the reactants needed to synthesize it. The reactants are: [Cl:1][C:2]1[N:7]=[C:6]([C:8]2[CH:9]=[N:10][CH:11]=[C:12]([Cl:14])[CH:13]=2)[C:5]2[N:15]([CH2:27][C@H:28]3[CH2:33][CH2:32][C@H:31]([CH3:34])[CH2:30][CH2:29]3)[C:16]([CH:18]([C:20]3[C:25]([F:26])=[CH:24][CH:23]=[CH:22][N:21]=3)[OH:19])=[N:17][C:4]=2[CH:3]=1.CC(OI1(OC(C)=O)(OC(C)=O)OC(=O)C2C=CC=CC1=2)=O. (2) Given the product [NH:12]1[C:13]2[C:18](=[CH:17][CH:16]=[CH:15][CH:14]=2)[C:19](=[O:21])[NH:20][C:11]21[CH2:22][CH2:23][NH:8][CH2:9][CH2:10]2, predict the reactants needed to synthesize it. The reactants are: C([N:8]1[CH2:23][CH2:22][C:11]2([NH:20][C:19](=[O:21])[C:18]3[C:13](=[CH:14][CH:15]=[CH:16][CH:17]=3)[NH:12]2)[CH2:10][CH2:9]1)C1C=CC=CC=1. (3) The reactants are: [CH2:1]([N:4]1[C:9]([CH3:10])=[CH:8][C:7]([OH:11])=[CH:6][C:5]1=[O:12])[CH:2]=[CH2:3].C1C(=O)N(Br)C(=O)C1.[Cl:21]C(Cl)C(O)=O. Given the product [CH2:1]([N:4]1[C:9]([CH3:10])=[CH:8][C:7]([OH:11])=[C:6]([Cl:21])[C:5]1=[O:12])[CH:2]=[CH2:3], predict the reactants needed to synthesize it. (4) Given the product [S:31]1[C:27]2[CH:26]=[CH:25][CH:24]=[C:23]([O:22][C:19]3[CH:20]=[CH:21][C:16]([NH:15][C:13]4[C:14]5[N:6]([CH2:5][CH2:4][NH:3][C:34](=[O:33])[C:35]([CH3:40])([CH3:39])[CH2:36][OH:37])[CH:7]=[CH:8][C:9]=5[N:10]=[CH:11][N:12]=4)=[CH:17][C:18]=3[Br:32])[C:28]=2[CH:29]=[N:30]1, predict the reactants needed to synthesize it. The reactants are: Cl.Cl.[NH2:3][CH2:4][CH2:5][N:6]1[C:14]2[C:13]([NH:15][C:16]3[CH:21]=[CH:20][C:19]([O:22][C:23]4[C:28]5[CH:29]=[N:30][S:31][C:27]=5[CH:26]=[CH:25][CH:24]=4)=[C:18]([Br:32])[CH:17]=3)=[N:12][CH:11]=[N:10][C:9]=2[CH:8]=[CH:7]1.[OH:33][CH2:34][C:35]([CH3:40])([CH3:39])[C:36](O)=[O:37].ON1C2C=CC=CC=2N=N1.Cl.C(N=C=NCCCN(C)C)C. (5) The reactants are: [Cl:1][C:2]1[CH:7]=[CH:6][CH:5]=[CH:4][C:3]=1[C@H:8]([O:10][C:11](=[O:27])[NH:12][C:13]1[C:14]([CH3:26])=[N:15][O:16][C:17]=1[C:18]1[CH:23]=[CH:22][C:21]([CH2:24]Cl)=[CH:20][CH:19]=1)[CH3:9].Cl.C[O:30][C:31](=[O:38])[C@H:32]([NH2:37])[CH2:33][CH:34]1[CH2:36][CH2:35]1. Given the product [Cl:1][C:2]1[CH:7]=[CH:6][CH:5]=[CH:4][C:3]=1[C@H:8]([O:10][C:11]([NH:12][C:13]1[C:14]([CH3:26])=[N:15][O:16][C:17]=1[C:18]1[CH:23]=[CH:22][C:21]([CH2:24][NH:37][C@H:32]([CH2:33][CH:34]2[CH2:36][CH2:35]2)[C:31]([OH:38])=[O:30])=[CH:20][CH:19]=1)=[O:27])[CH3:9], predict the reactants needed to synthesize it. (6) Given the product [OH:1][C:2]1[CH:10]=[CH:9][C:5]([C:6]2[S:7][C:12]([C:13]([O:15][CH2:16][CH3:17])=[O:14])=[C:18]([CH3:20])[N:8]=2)=[CH:4][CH:3]=1, predict the reactants needed to synthesize it. The reactants are: [OH:1][C:2]1[CH:10]=[CH:9][C:5]([C:6]([NH2:8])=[S:7])=[CH:4][CH:3]=1.Cl[CH:12]([C:18]([CH3:20])=O)[C:13]([O:15][CH2:16][CH3:17])=[O:14]. (7) Given the product [CH3:46][O:45][C:41]1[N:40]=[CH:39][N:38]=[C:37]2[C:42]=1[N:43]=[CH:44][N:36]2[C@H:29]([CH2:30][CH2:31][CH2:32][CH2:33][CH2:34][CH3:35])[C@@H:27]([OH:26])[CH3:28], predict the reactants needed to synthesize it. The reactants are: [F-].C([N+](CCCC)(CCCC)CCCC)CCC.[Si]([O:26][C@H:27]([C@H:29]([N:36]1[CH:44]=[N:43][C:42]2[C:37]1=[N:38][CH:39]=[N:40][C:41]=2[O:45][CH3:46])[CH2:30][CH2:31][CH2:32][CH2:33][CH2:34][CH3:35])[CH3:28])(C(C)(C)C)(C)C.ClCCl.CO. (8) Given the product [CH:20]1([C:24]2[O:6][N:5]=[C:4]([C:3]3[C:2]([Cl:1])=[CH:10][CH:9]=[CH:8][C:7]=3[Cl:11])[C:25]=2[C:26]([O:28][CH2:29][CH3:30])=[O:27])[CH2:21][CH2:22][CH2:23]1, predict the reactants needed to synthesize it. The reactants are: [Cl:1][C:2]1[CH:10]=[CH:9][CH:8]=[C:7]([Cl:11])[C:3]=1[CH:4]=[N:5][OH:6].ClN1C(=O)CCC1=O.[CH:20]1([C:24](=O)[CH2:25][C:26]([O:28][CH2:29][CH3:30])=[O:27])[CH2:23][CH2:22][CH2:21]1.[O-]CC.[Na+]. (9) Given the product [Cl:22][C:8]1[C:4]([CH:1]2[CH2:2][CH2:3]2)=[N:5][N:6]([C:12]2[CH:17]=[CH:16][C:15]([N+:18]([O-:20])=[O:19])=[CH:14][C:13]=2[F:21])[C:7]=1[CH:9]1[CH2:11][CH2:10]1, predict the reactants needed to synthesize it. The reactants are: [CH:1]1([C:4]2[CH:8]=[C:7]([CH:9]3[CH2:11][CH2:10]3)[N:6]([C:12]3[CH:17]=[CH:16][C:15]([N+:18]([O-:20])=[O:19])=[CH:14][C:13]=3[F:21])[N:5]=2)[CH2:3][CH2:2]1.[Cl:22]N1C(=O)CCC1=O. (10) Given the product [O:9]=[C:7]([CH3:11])[CH2:8][C:3]1([CH2:4][C:5]([OH:6])=[O:10])[CH2:2][CH2:1]1, predict the reactants needed to synthesize it. The reactants are: [CH2:1]1[C:3]2([CH2:8][C:7](=[O:9])[O:6][C:5](=[O:10])[CH2:4]2)[CH2:2]1.[CH3:11][Mg]Br.CC1CCCO1.Cl.